This data is from Forward reaction prediction with 1.9M reactions from USPTO patents (1976-2016). The task is: Predict the product of the given reaction. (1) The product is: [Br:1][C:2]1[N:7]2[CH:8]=[CH:9][N:10]=[C:6]2[C:5]([NH:18][CH:12]2[CH2:17][CH2:16][CH2:15][CH2:14][CH2:13]2)=[N:4][CH:3]=1. Given the reactants [Br:1][C:2]1[N:7]2[CH:8]=[CH:9][N:10]=[C:6]2[C:5](Br)=[N:4][CH:3]=1.[CH:12]1([NH2:18])[CH2:17][CH2:16][CH2:15][CH2:14][CH2:13]1.C(N(C(C)C)CC)(C)C, predict the reaction product. (2) Given the reactants C[O:2][C:3](=[O:30])[C:4]1[CH:9]=[CH:8][C:7]([O:10][CH2:11][CH2:12][O:13][C:14]2[CH:19]=[CH:18][C:17]([S:20]([C:23]([F:26])([F:25])[F:24])(=[O:22])=[O:21])=[CH:16][C:15]=2[N+:27]([O-:29])=[O:28])=[CH:6][CH:5]=1.Cl, predict the reaction product. The product is: [N+:27]([C:15]1[CH:16]=[C:17]([S:20]([C:23]([F:26])([F:24])[F:25])(=[O:22])=[O:21])[CH:18]=[CH:19][C:14]=1[O:13][CH2:12][CH2:11][O:10][C:7]1[CH:6]=[CH:5][C:4]([C:3]([OH:30])=[O:2])=[CH:9][CH:8]=1)([O-:29])=[O:28]. (3) Given the reactants [N+:1]([C:4]1[CH:9]=[CH:8][C:7]([C:10]2[NH:15][C:14]([C:16]3[CH:21]=[CH:20][C:19]([O:22][C:23]4[CH:28]=[CH:27][CH:26]=[CH:25][CH:24]=4)=[CH:18][CH:17]=3)=[C:13]([C:29]#[N:30])[C:12](=O)[CH:11]=2)=[CH:6][CH:5]=1)([O-:3])=[O:2].P(Cl)(Cl)([Cl:34])=O, predict the reaction product. The product is: [Cl:34][C:12]1[C:13]([C:29]#[N:30])=[C:14]([C:16]2[CH:21]=[CH:20][C:19]([O:22][C:23]3[CH:28]=[CH:27][CH:26]=[CH:25][CH:24]=3)=[CH:18][CH:17]=2)[N:15]=[C:10]([C:7]2[CH:8]=[CH:9][C:4]([N+:1]([O-:3])=[O:2])=[CH:5][CH:6]=2)[CH:11]=1. (4) Given the reactants [S:1]1[C:5]2[CH:6]=[CH:7][CH:8]=[CH:9][C:4]=2[N:3]=[C:2]1[NH:10][C:11]([C:13]1[CH:14]=[CH:15][CH:16]=[C:17]2[C:22]=1[CH2:21][N:20]([C:23]1[N:28]=[C:27]([C:29]([O:31][C:32]([CH3:35])([CH3:34])[CH3:33])=[O:30])[C:26]([C:36]3[CH:37]=[N:38][N:39]([CH2:42][C:43]4([O:49][CH2:50][CH:51]([OH:54])CO)[CH2:48][CH2:47][CH2:46][CH2:45][CH2:44]4)[C:40]=3[CH3:41])=[CH:25][CH:24]=1)[CH2:19][CH2:18]2)=[O:12].I([O-])(=O)(=O)=O.[Na+], predict the reaction product. The product is: [S:1]1[C:5]2[CH:6]=[CH:7][CH:8]=[CH:9][C:4]=2[N:3]=[C:2]1[NH:10][C:11]([C:13]1[CH:14]=[CH:15][CH:16]=[C:17]2[C:22]=1[CH2:21][N:20]([C:23]1[N:28]=[C:27]([C:29]([O:31][C:32]([CH3:35])([CH3:34])[CH3:33])=[O:30])[C:26]([C:36]3[CH:37]=[N:38][N:39]([CH2:42][C:43]4([O:49][CH2:50][CH:51]=[O:54])[CH2:48][CH2:47][CH2:46][CH2:45][CH2:44]4)[C:40]=3[CH3:41])=[CH:25][CH:24]=1)[CH2:19][CH2:18]2)=[O:12]. (5) Given the reactants C([N:8]([C@H](C1C=CC=CC=1)C)[C@@H:9]([C:16]1[CH:21]=[CH:20][CH:19]=[C:18]([N+:22]([O-])=O)[CH:17]=1)[CH2:10][C:11]([O:13][CH2:14][CH3:15])=[O:12])C1C=CC=CC=1.[H][H], predict the reaction product. The product is: [NH2:8][C@@H:9]([C:16]1[CH:21]=[CH:20][CH:19]=[C:18]([NH2:22])[CH:17]=1)[CH2:10][C:11]([O:13][CH2:14][CH3:15])=[O:12]. (6) Given the reactants BrC1C(=O)C(C(O)=O)=CN(C(C)C)C=1C.[Br:16][C:17]1[C:18](=[O:31])[C:19]([C:28]([OH:30])=O)=[CH:20][N:21]([C@H:24]([CH2:26][CH3:27])[CH3:25])[C:22]=1[CH3:23].Cl.CS(C1C=CC(CN)=CC=1)(=O)=O.[CH3:45][C:46]1[O:50][C:49]([CH2:51][NH2:52])=[N:48][N:47]=1.BrBr, predict the reaction product. The product is: [CH3:45][C:46]1[O:50][C:49]([CH2:51][NH:52][C:28]([C:19]2[C:18](=[O:31])[C:17]([Br:16])=[C:22]([CH3:23])[N:21]([C@H:24]([CH2:26][CH3:27])[CH3:25])[CH:20]=2)=[O:30])=[N:48][N:47]=1. (7) The product is: [CH3:21][O:20][C:17]1[CH:18]=[CH:19][C:14]([CH2:13][N:11]([CH3:12])[S:8]([C:5]2[CH:4]=[CH:3][C:2]([O:44][C:29]3[CH:30]=[C:31]([C:33]4[NH:34][C:35]([C:38]5[O:39][C@@H:40]([CH3:43])[CH2:41][N:42]=5)=[CH:36][CH:37]=4)[CH:32]=[C:27]([O:26][C@@H:25]([CH3:45])[CH2:24][O:23][CH3:22])[CH:28]=3)=[CH:7][N:6]=2)(=[O:10])=[O:9])=[CH:15][CH:16]=1. Given the reactants Cl[C:2]1[CH:3]=[CH:4][C:5]([S:8]([N:11]([CH2:13][C:14]2[CH:19]=[CH:18][C:17]([O:20][CH3:21])=[CH:16][CH:15]=2)[CH3:12])(=[O:10])=[O:9])=[N:6][CH:7]=1.[CH3:22][O:23][CH2:24][C@H:25]([CH3:45])[O:26][C:27]1[CH:28]=[C:29]([OH:44])[CH:30]=[C:31]([C:33]2[NH:34][C:35]([C:38]3[O:39][C@@H:40]([CH3:43])[CH2:41][N:42]=3)=[CH:36][CH:37]=2)[CH:32]=1.C(=O)([O-])[O-].[Cs+].[Cs+].O, predict the reaction product. (8) Given the reactants CN(C(ON1N=NC2C=CC=NC1=2)=[N+](C)C)C.F[P-](F)(F)(F)(F)F.[C@@H:25]12[CH2:30][C@@H:29]1[CH2:28][CH:27]([C:31]1[NH:32][C:33]([C:36]3[CH:41]=[CH:40][C:39]([C:42]4[CH:43]=[C:44]5[C:49](=[CH:50][CH:51]=4)[CH:48]=[C:47]([C:52]4[NH:56][C:55]([C@@H:57]6[CH2:62][C@@H:61]7[C@@H:59]([CH2:60]7)[N:58]6[C:63](=[O:73])[C@@H:64]([NH:68][C:69](=[O:72])[O:70][CH3:71])[CH:65]([CH3:67])[CH3:66])=[N:54][CH:53]=4)[CH:46]=[CH:45]5)=[CH:38][CH:37]=3)=[CH:34][N:35]=1)[NH:26]2.[CH3:74][O:75][C:76]([NH:78][C@@H:79]([CH:83]1[CH2:88][CH2:87][O:86][CH2:85][CH2:84]1)[C:80](O)=[O:81])=[O:77].CCN(C(C)C)C(C)C, predict the reaction product. The product is: [CH3:71][O:70][C:69]([NH:68][C@@H:64]([CH:65]([CH3:67])[CH3:66])[C:63]([N:58]1[C@H:57]([C:55]2[NH:54][CH:53]=[C:52]([C:47]3[CH:48]=[C:49]4[C:44](=[CH:45][CH:46]=3)[CH:43]=[C:42]([C:39]3[CH:38]=[CH:37][C:36]([C:33]5[N:32]=[C:31]([CH:27]6[CH2:28][C@@H:29]7[C@@H:25]([CH2:30]7)[N:26]6[C:80](=[O:81])[C@@H:79]([NH:78][C:76](=[O:77])[O:75][CH3:74])[CH:83]6[CH2:88][CH2:87][O:86][CH2:85][CH2:84]6)[NH:35][CH:34]=5)=[CH:41][CH:40]=3)[CH:51]=[CH:50]4)[N:56]=2)[CH2:62][C@@H:61]2[C@H:59]1[CH2:60]2)=[O:73])=[O:72]. (9) Given the reactants Br[C:2]1[CH:11]=[CH:10][C:9]2[N:8]=[CH:7][C:6]3[N:12]([CH3:23])[C:13](=[O:22])[N:14]([C:15]4[C:16]([CH3:21])=[N:17][N:18]([CH3:20])[CH:19]=4)[C:5]=3[C:4]=2[CH:3]=1.[F:24][C:25]1([F:37])[O:29][C:28]2[CH:30]=[CH:31][CH:32]=[C:33](B(O)O)[C:27]=2[O:26]1, predict the reaction product. The product is: [F:37][C:25]1([F:24])[O:26][C:27]2[CH:33]=[CH:32][CH:31]=[C:30]([C:2]3[CH:11]=[CH:10][C:9]4[N:8]=[CH:7][C:6]5[N:12]([CH3:23])[C:13](=[O:22])[N:14]([C:15]6[C:16]([CH3:21])=[N:17][N:18]([CH3:20])[CH:19]=6)[C:5]=5[C:4]=4[CH:3]=3)[C:28]=2[O:29]1.